From a dataset of Forward reaction prediction with 1.9M reactions from USPTO patents (1976-2016). Predict the product of the given reaction. (1) Given the reactants [CH3:1][C@H:2]1[CH2:7][NH:6][C@H:5]([CH3:8])[CH2:4][NH:3]1.[CH2:9](Br)[C:10]1[CH:15]=[CH:14][CH:13]=[CH:12][CH:11]=1, predict the reaction product. The product is: [CH2:9]([N:3]1[CH2:4][C@@H:5]([CH3:8])[NH:6][CH2:7][C@@H:2]1[CH3:1])[C:10]1[CH:15]=[CH:14][CH:13]=[CH:12][CH:11]=1. (2) The product is: [OH:18]/[CH:17]=[C:4](/[CH2:5][C:6]1[C:14]2[C:9](=[CH:10][CH:11]=[CH:12][CH:13]=2)[N:8]([CH3:15])[CH:7]=1)\[C:3]([O:2][CH3:1])=[O:16]. Given the reactants [CH3:1][O:2][C:3](=[O:16])[CH2:4][CH2:5][C:6]1[C:14]2[C:9](=[CH:10][CH:11]=[CH:12][CH:13]=2)[N:8]([CH3:15])[CH:7]=1.[CH:17](OC)=[O:18].CC(C)([O-])C.[K+], predict the reaction product. (3) The product is: [CH:19]1([CH:1]([OH:2])[C:3]2[N:7]([CH3:8])[C:6]([C:9]([O:11][CH3:12])=[O:10])=[CH:5][CH:4]=2)[CH2:18][CH2:5][CH2:4][CH2:3][CH2:1]1. Given the reactants [CH:1]([C:3]1[N:7]([CH3:8])[C:6]([C:9]([O:11][CH3:12])=[O:10])=[CH:5][CH:4]=1)=[O:2].[NH4+].[Cl-].CCO[CH2:18][CH3:19], predict the reaction product. (4) Given the reactants Br[C:2]1[CH:7]=[CH:6][C:5]([Br:8])=[CH:4][N:3]=1.C([Li])CCC.CN(C)[CH:16]=[O:17].[Cl-].[NH4+], predict the reaction product. The product is: [Br:8][C:5]1[CH:6]=[CH:7][C:2]([CH:16]=[O:17])=[N:3][CH:4]=1. (5) Given the reactants C[O-].[Na+].C[C:5]1[CH:10]=[CH:9][C:8]([C:11]([C:13]2[CH:18]=[CH:17][C:16](OC)=[CH:15][C:14]=2O)=[O:12])=[CH:7][CH:6]=1.Cl[CH2:23][C:24]([O:26][CH3:27])=[O:25].O, predict the reaction product. The product is: [C:13]1([C:11]2([C:8]3[CH:7]=[CH:6][CH:5]=[CH:10][CH:9]=3)[O:12][CH:23]2[C:24]([O:26][CH3:27])=[O:25])[CH:14]=[CH:15][CH:16]=[CH:17][CH:18]=1. (6) The product is: [Br:1][C:2]1[CH:3]=[C:4]2[C:15](=[CH:16][CH:17]=1)[O:14][C:7]1[C:8]([F:13])=[N:9][C:10]([Cl:12])=[CH:11][C:6]=1[C:5]2=[N:25][S:23]([C:20]([CH3:22])([CH3:21])[CH3:19])=[O:24]. Given the reactants [Br:1][C:2]1[CH:3]=[C:4]2[C:15](=[CH:16][CH:17]=1)[O:14][C:7]1[C:8]([F:13])=[N:9][C:10]([Cl:12])=[CH:11][C:6]=1[C:5]2=O.[CH3:19][C:20]([S:23]([NH2:25])=[O:24])([CH3:22])[CH3:21].C(=O)(O)[O-], predict the reaction product. (7) Given the reactants [CH3:1][O:2][C:3](=[O:14])[CH2:4][C:5]1[CH:10]=[CH:9][C:8]([CH:11]=[O:12])=[C:7]([Cl:13])[CH:6]=1.[BH4-].[Na+].Cl, predict the reaction product. The product is: [CH3:1][O:2][C:3](=[O:14])[CH2:4][C:5]1[CH:10]=[CH:9][C:8]([CH2:11][OH:12])=[C:7]([Cl:13])[CH:6]=1. (8) Given the reactants [CH3:1][C:2]1[CH:7]=[C:6]([CH3:8])[NH:5][C:4](=[O:9])[C:3]=1[CH2:10][NH:11][C:12]([C:14]1[C:15]2[CH:28]=[N:27][N:26]([CH:29]([CH3:31])[CH3:30])[C:16]=2[N:17]=[C:18]([C:20]2[CH2:21][CH2:22][NH:23][CH2:24][CH:25]=2)[CH:19]=1)=[O:13].[S:32](Cl)([CH3:35])(=[O:34])=[O:33], predict the reaction product. The product is: [CH3:1][C:2]1[CH:7]=[C:6]([CH3:8])[NH:5][C:4](=[O:9])[C:3]=1[CH2:10][NH:11][C:12]([C:14]1[C:15]2[CH:28]=[N:27][N:26]([CH:29]([CH3:31])[CH3:30])[C:16]=2[N:17]=[C:18]([C:20]2[CH2:21][CH2:22][N:23]([S:32]([CH3:35])(=[O:34])=[O:33])[CH2:24][CH:25]=2)[CH:19]=1)=[O:13].